Dataset: CYP2D6 inhibition data for predicting drug metabolism from PubChem BioAssay. Task: Regression/Classification. Given a drug SMILES string, predict its absorption, distribution, metabolism, or excretion properties. Task type varies by dataset: regression for continuous measurements (e.g., permeability, clearance, half-life) or binary classification for categorical outcomes (e.g., BBB penetration, CYP inhibition). Dataset: cyp2d6_veith. (1) The drug is Fc1cc(Br)ccc1NC(=S)NCCc1ccccc1. The result is 1 (inhibitor). (2) The molecule is N#CCCn1c(=O)c(-c2ccc(F)cc2)nc2cnc(N3CCOCC3)nc21. The result is 0 (non-inhibitor). (3) The result is 0 (non-inhibitor). The compound is Cc1cc(NC(=O)C2CCCC2)n(-c2nc3ccccc3[nH]2)n1. (4) The compound is CCC(=O)Nc1cc2c(cc1C(=O)c1ccccc1)OCCO2. The result is 0 (non-inhibitor). (5) The drug is Cc1noc(C)c1-c1cncnc1N(C)Cc1ccco1. The result is 0 (non-inhibitor). (6) The result is 0 (non-inhibitor). The compound is NS(=O)(=O)c1cc2c(cc1C(F)(F)F)NCNS2(=O)=O. (7) The molecule is COc1ccc(Cn2nnnc2C(c2ccccc2Cl)N2CCC(C(N)=O)CC2)cc1. The result is 0 (non-inhibitor).